From a dataset of Full USPTO retrosynthesis dataset with 1.9M reactions from patents (1976-2016). Predict the reactants needed to synthesize the given product. (1) The reactants are: [Cl:1][C:2]1[C:3]([F:20])=[C:4]([C:12]2[CH:17]=[C:16]([O:18]C)[N:15]=[CH:14][N:13]=2)[C:5]([C:8]([F:11])([F:10])[CH3:9])=[CH:6][CH:7]=1.CC(O)=O.Br. Given the product [Cl:1][C:2]1[C:3]([F:20])=[C:4]([C:12]2[N:13]=[CH:14][N:15]=[C:16]([OH:18])[CH:17]=2)[C:5]([C:8]([F:11])([F:10])[CH3:9])=[CH:6][CH:7]=1, predict the reactants needed to synthesize it. (2) Given the product [C:1]([O:5][C:6](=[O:17])[NH:7][CH2:8][C@@H:9]([CH:10]1[C:21](=[O:23])[C:20]2[C:19](=[CH:27][CH:26]=[CH:25][CH:24]=2)[C:18]1=[O:28])[C:11]1[CH:12]=[CH:13][CH:14]=[CH:15][CH:16]=1)([CH3:2])([CH3:3])[CH3:4], predict the reactants needed to synthesize it. The reactants are: [C:1]([O:5][C:6](=[O:17])[NH:7][CH2:8][C@@H:9]([C:11]1[CH:16]=[CH:15][CH:14]=[CH:13][CH:12]=1)[CH3:10])([CH3:4])([CH3:3])[CH3:2].[C:18]1(=[O:28])N[C:21](=[O:23])[C:20]2=[CH:24][CH:25]=[CH:26][CH:27]=[C:19]12.C1(P(C2C=CC=CC=2)C2C=CC=CC=2)C=CC=CC=1.CC(OC(/N=N/C(OC(C)C)=O)=O)C. (3) Given the product [CH:1]1([C:4]([NH:6][C:7]2[CH:12]=[C:11]([O:13][C:14]3[CH:23]=[C:22]4[C:17]([CH2:18][CH2:19][CH:20]([C:24]([NH:60][C:61]5[CH:62]=[C:63]([CH:73]=[C:74]([C:76]([F:77])([F:78])[F:79])[CH:75]=5)[CH2:64][NH:65][C:66](=[O:72])[O:67][C:68]([CH3:71])([CH3:70])[CH3:69])=[O:25])[CH2:21]4)=[CH:16][CH:15]=3)[CH:10]=[CH:9][N:8]=2)=[O:5])[CH2:2][CH2:3]1, predict the reactants needed to synthesize it. The reactants are: [CH:1]1([C:4]([NH:6][C:7]2[CH:12]=[C:11]([O:13][C:14]3[CH:23]=[C:22]4[C:17]([CH2:18][CH2:19][CH:20]([C:24](O)=[O:25])[CH2:21]4)=[CH:16][CH:15]=3)[CH:10]=[CH:9][N:8]=2)=[O:5])[CH2:3][CH2:2]1.CCN(C(C)C)C(C)C.CN(C(ON1N=NC2C=CC=NC1=2)=[N+](C)C)C.F[P-](F)(F)(F)(F)F.[NH2:60][C:61]1[CH:62]=[C:63]([CH:73]=[C:74]([C:76]([F:79])([F:78])[F:77])[CH:75]=1)[CH2:64][NH:65][C:66](=[O:72])[O:67][C:68]([CH3:71])([CH3:70])[CH3:69]. (4) Given the product [CH3:13][O:12][C:11]1[C:2]([C:18]2[CH:17]=[N:16][N:15]([CH3:14])[CH:19]=2)=[C:3]2[C:8](=[CH:9][CH:10]=1)[N:7]=[CH:6][CH:5]=[CH:4]2, predict the reactants needed to synthesize it. The reactants are: Br[C:2]1[C:11]([O:12][CH3:13])=[CH:10][CH:9]=[C:8]2[C:3]=1[CH:4]=[CH:5][CH:6]=[N:7]2.[CH3:14][N:15]1[CH:19]=[C:18](B2OC(C)(C)C(C)(C)O2)[CH:17]=[N:16]1.C([O-])([O-])=O.[Na+].[Na+].O.